From a dataset of Catalyst prediction with 721,799 reactions and 888 catalyst types from USPTO. Predict which catalyst facilitates the given reaction. (1) Reactant: [Cl:1][C:2]1[N:11]=[C:10](Cl)[C:9]2[CH2:8][CH2:7][CH2:6][CH:5]([C:13]3[CH:18]=[CH:17][C:16]([F:19])=[CH:15][CH:14]=3)[C:4]=2[N:3]=1.[CH3:20][NH:21][CH3:22]. Product: [Cl:1][C:2]1[N:11]=[C:10]([N:21]([CH3:22])[CH3:20])[C:9]2[CH2:8][CH2:7][CH2:6][CH:5]([C:13]3[CH:18]=[CH:17][C:16]([F:19])=[CH:15][CH:14]=3)[C:4]=2[N:3]=1. The catalyst class is: 5. (2) The catalyst class is: 2. Reactant: C([O:8][C:9]1[C:10](=[O:18])[CH:11]=[C:12]([CH:15]([F:17])[F:16])[O:13][CH:14]=1)C1C=CC=CC=1.B(Br)(Br)Br.CO. Product: [F:17][CH:15]([F:16])[C:12]1[O:13][CH:14]=[C:9]([OH:8])[C:10](=[O:18])[CH:11]=1. (3) Reactant: C1(S([N:10]2[CH:14]=[CH:13][C:12]([C:15](=O)[CH2:16][C:17](=O)[C:18]([O:20][CH2:21][CH3:22])=[O:19])=[CH:11]2)(=O)=O)C=CC=CC=1.[NH:25]([C:27]1[CH:28]=[CH:29][C:30]([O:33][CH3:34])=[N:31][CH:32]=1)[NH2:26].C(O)(=O)C.Cl. Product: [CH3:34][O:33][C:30]1[N:31]=[CH:32][C:27]([N:25]2[C:15]([C:12]3[CH:13]=[CH:14][NH:10][CH:11]=3)=[CH:16][C:17]([C:18]([O:20][CH2:21][CH3:22])=[O:19])=[N:26]2)=[CH:28][CH:29]=1. The catalyst class is: 8. (4) Reactant: [B:10]1([B:10]2[O:14][C:13]([CH3:16])([CH3:15])[C:12]([CH3:18])([CH3:17])[O:11]2)[O:14][C:13]([CH3:16])([CH3:15])[C:12]([CH3:18])([CH3:17])[O:11]1.CC([O-])=O.[K+].Br[C:25]1[CH:30]=[CH:29][C:28]([N:31]([C:40]2[CH:45]=[CH:44][CH:43]=[CH:42][CH:41]=2)[C:32]2[CH:39]=[CH:38][C:35]([CH:36]=[O:37])=[CH:34][CH:33]=2)=[CH:27][CH:26]=1. Product: [C:28]1([N:31]([C:40]2[CH:45]=[CH:44][C:43]([B:10]3[O:11][C:12]([CH3:17])([CH3:18])[C:13]([CH3:15])([CH3:16])[O:14]3)=[CH:42][CH:41]=2)[C:32]2[CH:39]=[CH:38][C:35]([CH:36]=[O:37])=[CH:34][CH:33]=2)[CH:29]=[CH:30][CH:25]=[CH:26][CH:27]=1. The catalyst class is: 318.